This data is from Full USPTO retrosynthesis dataset with 1.9M reactions from patents (1976-2016). The task is: Predict the reactants needed to synthesize the given product. (1) The reactants are: [C:1]([O:5][C@@H:6]([C:10]1[C:11]([C:29]2[CH:34]=[CH:33][C:32]([Cl:35])=[CH:31][CH:30]=2)=[C:12]2[C:17](=[CH:18][C:19]=1[CH3:20])[N:16]=[C:15]([C:21]#[C:22][C:23]1[CH:28]=[CH:27]C=CC=1)[CH:14]=[CH:13]2)[C:7]([OH:9])=[O:8])([CH3:4])([CH3:3])[CH3:2].C(C1CC1)#C. Given the product [C:1]([O:5][C@@H:6]([C:10]1[C:11]([C:29]2[CH:34]=[CH:33][C:32]([Cl:35])=[CH:31][CH:30]=2)=[C:12]2[C:17](=[CH:18][C:19]=1[CH3:20])[N:16]=[C:15]([C:21]#[C:22][CH:23]1[CH2:27][CH2:28]1)[CH:14]=[CH:13]2)[C:7]([OH:9])=[O:8])([CH3:3])([CH3:4])[CH3:2], predict the reactants needed to synthesize it. (2) Given the product [Cl:1][C:2]1[CH:3]=[C:4]([N:22]([CH2:39][CH3:40])[C@H:23]2[CH2:24][CH2:25][C@H:26]([N:29]([CH3:38])[CH:30]([C:32]3[CH:33]=[N:34][CH:35]=[CH:36][CH:37]=3)[CH3:31])[CH2:27][CH2:28]2)[C:5]([CH3:21])=[C:6]([CH:20]=1)[C:7]([NH:9][CH2:10][C:11]1[C:12](=[O:18])[NH:13][N:14]([CH3:17])[C:15]=1[CH3:16])=[O:8], predict the reactants needed to synthesize it. The reactants are: [Cl:1][C:2]1[CH:3]=[C:4]([N:22]([CH2:39][CH3:40])[C@H:23]2[CH2:28][CH2:27][C@H:26]([N:29]([CH3:38])[CH:30]([C:32]3[CH:33]=[N:34][CH:35]=[CH:36][CH:37]=3)[CH3:31])[CH2:25][CH2:24]2)[C:5]([CH3:21])=[C:6]([CH:20]=1)[C:7]([NH:9][CH2:10][C:11]1[C:12]([O:18]C)=[N:13][N:14]([CH3:17])[C:15]=1[CH3:16])=[O:8].C(=O)(O)[O-].[Na+]. (3) Given the product [C:39]([OH:46])(=[O:45])/[CH:40]=[CH:41]\[C:42]([OH:44])=[O:43].[CH2:1]([O:3][C:4]([C:6]1([N:19]([C:24]2[CH:29]=[CH:28][CH:27]=[C:26]([F:30])[CH:25]=2)[C:20](=[O:23])[CH2:21][CH3:22])[CH2:7][CH2:8][N:9]([CH2:12][C:13]2[CH:18]=[CH:17][CH:16]=[CH:15][CH:14]=2)[CH2:10][CH2:11]1)=[O:5])[CH3:2], predict the reactants needed to synthesize it. The reactants are: [CH2:1]([O:3][C:4]([C:6]1([N:19]([C:24]2[CH:29]=[CH:28][CH:27]=[C:26]([F:30])[CH:25]=2)[C:20](=[O:23])[CH2:21][CH3:22])[CH2:11][CH2:10][N:9]([CH2:12][C:13]2[CH:18]=[CH:17][CH:16]=[CH:15][CH:14]=2)[CH2:8][CH2:7]1)=[O:5])[CH3:2].FC1C=C(C=CC=1)N.[C:39]([OH:46])(=[O:45])/[CH:40]=[CH:41]\[C:42]([OH:44])=[O:43].